From a dataset of Full USPTO retrosynthesis dataset with 1.9M reactions from patents (1976-2016). Predict the reactants needed to synthesize the given product. (1) Given the product [CH3:1][O:2][C:3]1[CH:4]=[C:5]([CH:21]=[CH:22][C:23]=1[O:24][CH3:25])[CH2:6][CH:7]1[C:16]2[C:11](=[CH:12][C:13]([O:19][CH3:20])=[C:14]([O:17][CH3:18])[CH:15]=2)[CH2:10][CH2:9][N:8]1[CH2:27][C:28]([NH:36][CH2:35][C:34]1[CH:37]=[CH:38][CH:39]=[CH:40][C:33]=1[O:32][CH3:31])=[O:29], predict the reactants needed to synthesize it. The reactants are: [CH3:1][O:2][C:3]1[CH:4]=[C:5]([CH:21]=[CH:22][C:23]=1[O:24][CH3:25])[CH2:6][CH:7]1[C:16]2[C:11](=[CH:12][C:13]([O:19][CH3:20])=[C:14]([O:17][CH3:18])[CH:15]=2)[CH2:10][CH2:9][NH:8]1.Br[CH2:27][C:28](Br)=[O:29].[CH3:31][O:32][C:33]1[CH:40]=[CH:39][CH:38]=[CH:37][C:34]=1[CH2:35][NH2:36]. (2) Given the product [CH2:1]([O:9][CH2:10][C:11]1[CH:12]=[CH:13][C:14]([CH:15]=[O:16])=[CH:17][CH:18]=1)[CH2:2][CH2:3][CH2:4][CH2:5][CH2:6][CH2:7][CH3:8], predict the reactants needed to synthesize it. The reactants are: [CH2:1]([O:9][CH2:10][C:11]1[CH:18]=[CH:17][C:14]([CH2:15][OH:16])=[CH:13][CH:12]=1)[CH2:2][CH2:3][CH2:4][CH2:5][CH2:6][CH2:7][CH3:8].C[N+]1([O-])CCOCC1. (3) The reactants are: S(=O)(=O)(O)[OH:2].[CH3:6][C:7]1[CH:15]=[C:14]([CH3:16])[C:13]([CH3:17])=[CH:12][C:8]=1[CH2:9][C:10]#N.[OH2:18]. Given the product [CH3:6][C:7]1[CH:15]=[C:14]([CH3:16])[C:13]([CH3:17])=[CH:12][C:8]=1[CH2:9][C:10]([OH:2])=[O:18], predict the reactants needed to synthesize it. (4) Given the product [Cl:1][C:2]1[CH:3]=[C:4]([CH:9]=[CH:10][C:11]=1[O:12][C:13]1[CH:18]=[CH:17][CH:16]=[C:15]([C:19]2[CH:24]=[CH:23][N:22]=[N:21][CH:20]=2)[C:14]=1[C:25]#[N:26])[C:5]([OH:7])=[O:6], predict the reactants needed to synthesize it. The reactants are: [Cl:1][C:2]1[CH:3]=[C:4]([CH:9]=[CH:10][C:11]=1[O:12][C:13]1[CH:18]=[CH:17][CH:16]=[C:15]([C:19]2[CH:24]=[CH:23][N:22]=[N:21][CH:20]=2)[C:14]=1[C:25]#[N:26])[C:5]([O:7]C)=[O:6].[OH-].[Li+]. (5) Given the product [Cl:1][C:2]1[CH:3]=[CH:4][C:5]2[N:11]3[CH:12]=[CH:13][CH:14]=[C:10]3[C@@H:9]([CH2:15][CH:16]([OH:21])[CH2:17][C:18]([N:34]3[CH2:37][CH:36]([C:38]([O:40][CH3:41])=[O:39])[CH2:35]3)=[O:19])[O:8][C@H:7]([C:22]3[CH:27]=[CH:26][CH:25]=[C:24]([O:28][CH3:29])[C:23]=3[O:30][CH3:31])[C:6]=2[CH:32]=1, predict the reactants needed to synthesize it. The reactants are: [Cl:1][C:2]1[CH:3]=[CH:4][C:5]2[N:11]3[CH:12]=[CH:13][CH:14]=[C:10]3[C@@H:9]([CH2:15][CH:16]([OH:21])[CH2:17][C:18](O)=[O:19])[O:8][C@H:7]([C:22]3[CH:27]=[CH:26][CH:25]=[C:24]([O:28][CH3:29])[C:23]=3[O:30][CH3:31])[C:6]=2[CH:32]=1.Cl.[NH:34]1[CH2:37][CH:36]([C:38]([O:40][CH3:41])=[O:39])[CH2:35]1.ClC1C=CC2N3C=CC=C3[C@@H](CC(O)CC(N3CCN(C(=O)C(OCC)=O)CC3)=O)O[C@H](C3C=CC=C(OC)C=3OC)C=2C=1. (6) Given the product [CH3:18][NH:20][C:7](=[O:8])[C:6]1[CH:10]=[C:11]([C:13]([F:16])([F:15])[F:14])[CH:12]=[C:4]([N+:1]([O-:3])=[O:2])[CH:5]=1, predict the reactants needed to synthesize it. The reactants are: [N+:1]([C:4]1[CH:5]=[C:6]([CH:10]=[C:11]([C:13]([F:16])([F:15])[F:14])[CH:12]=1)[C:7](O)=[O:8])([O-:3])=[O:2].Cl.[CH2:18]([N:20]=C=NCCCN(C)C)C.ON1C2C=CC=CC=2N=N1.C(N(CC)CC)C.O1CCCC1.CNC. (7) Given the product [F:33][C:28]1[CH:29]=[CH:30][CH:31]=[CH:32][C:27]=1[CH2:26][N:19]1[C:20]2=[N:21][CH:22]=[CH:23][CH:24]=[C:25]2[C:17]([C:7]2[N:6]=[C:5]3[C:10]([NH:11][C:12](=[O:13])[NH:4]3)=[C:9]([CH3:16])[N:8]=2)=[N:18]1, predict the reactants needed to synthesize it. The reactants are: C(O)=O.[NH2:4][C:5]1[C:10]([NH:11][C:12](=O)[O:13]C)=[C:9]([CH3:16])[N:8]=[C:7]([C:17]2[C:25]3[C:20](=[N:21][CH:22]=[CH:23][CH:24]=3)[N:19]([CH2:26][C:27]3[CH:32]=[CH:31][CH:30]=[CH:29][C:28]=3[F:33])[N:18]=2)[N:6]=1.O. (8) Given the product [F:24][C:25]([F:30])([F:29])[C:26]([OH:28])=[O:27].[O:7]=[C:4]1[CH:5]=[CH:6][C:2](=[O:1])[N:3]1[CH2:8][CH2:9][C:10]([CH3:23])([CH3:22])[C:11]([NH:13][NH2:14])=[O:12], predict the reactants needed to synthesize it. The reactants are: [O:1]=[C:2]1[CH:6]=[CH:5][C:4](=[O:7])[N:3]1[CH2:8][CH2:9][C:10]([CH3:23])([CH3:22])[C:11]([NH:13][NH:14]C(OC(C)(C)C)=O)=[O:12].[F:24][C:25]([F:30])([F:29])[C:26]([OH:28])=[O:27].